This data is from Forward reaction prediction with 1.9M reactions from USPTO patents (1976-2016). The task is: Predict the product of the given reaction. (1) Given the reactants [Br:1][C:2]1[C:8]([F:9])=[C:7]([O:10][C:11]([F:14])([F:13])[F:12])[CH:6]=[C:5](Br)[C:3]=1[NH2:4].O.O.[Sn](Cl)Cl.C(O)(=O)C.Cl, predict the reaction product. The product is: [Br:1][C:2]1[C:8]([F:9])=[C:7]([O:10][C:11]([F:13])([F:12])[F:14])[CH:6]=[CH:5][C:3]=1[NH2:4]. (2) Given the reactants [C:1]([C:7]1C(C2CN(C)CCC=2)=NNC=1)#[C:2][CH2:3][CH2:4][CH2:5][CH3:6].C#CCCCCC.[C:26]1([S:32]([N:35]2[CH:39]=[C:38](Br)[C:37]([C:41]3[CH:42]=[N:43][CH:44]=[CH:45][CH:46]=3)=[N:36]2)(=[O:34])=[O:33])[CH:31]=[CH:30][CH:29]=[CH:28][CH:27]=1, predict the reaction product. The product is: [C:26]1([S:32]([N:35]2[CH:39]=[C:38]([C:7]#[C:1][CH2:2][CH2:3][CH2:4][CH2:5][CH3:6])[C:37]([C:41]3[CH:42]=[N:43][CH:44]=[CH:45][CH:46]=3)=[N:36]2)(=[O:34])=[O:33])[CH:31]=[CH:30][CH:29]=[CH:28][CH:27]=1. (3) Given the reactants Br[C:2]1[C:10]2[C:5](=[CH:6][C:7]([N+:12]([O-:14])=[O:13])=[C:8]([CH3:11])[CH:9]=2)[N:4]([C:15]([C:28]2[CH:33]=[CH:32][CH:31]=[CH:30][CH:29]=2)([C:22]2[CH:27]=[CH:26][CH:25]=[CH:24][CH:23]=2)[C:16]2[CH:21]=[CH:20][CH:19]=[CH:18][CH:17]=2)[N:3]=1.[N:34]1[CH:39]=[CH:38][C:37](B(O)O)=[CH:36][CH:35]=1.O1CCOCC1.C([O-])([O-])=O.[K+].[K+], predict the reaction product. The product is: [CH3:11][C:8]1[CH:9]=[C:10]2[C:5](=[CH:6][C:7]=1[N+:12]([O-:14])=[O:13])[N:4]([C:15]([C:28]1[CH:33]=[CH:32][CH:31]=[CH:30][CH:29]=1)([C:16]1[CH:21]=[CH:20][CH:19]=[CH:18][CH:17]=1)[C:22]1[CH:27]=[CH:26][CH:25]=[CH:24][CH:23]=1)[N:3]=[C:2]2[C:37]1[CH:38]=[CH:39][N:34]=[CH:35][CH:36]=1. (4) Given the reactants [C:1]([C:3]1[CH:8]=[CH:7][C:6]([CH:9]2[CH2:12][N:11]([C:13]([C:15]3[CH:16]=[CH:17][C:18]([CH3:40])=[C:19]([C:21]4[N:22]=[C:23]([CH:27]5[CH2:32][CH2:31][N:30]([C:33]([O:35][C:36]([CH3:39])([CH3:38])[CH3:37])=[O:34])[CH2:29][CH2:28]5)[NH:24][C:25]=4[CH3:26])[CH:20]=3)=[O:14])[CH2:10]2)=[CH:5][CH:4]=1)#[N:2].[C:41](OC(N1CCC(C2NC(C3C=C(C=CC=3C)C(O)=O)=C(C)N=2)(C)CC1)=O)(C)(C)C.C(OC(N1CCC(C2NC(C3C=C(C=CC=3C)C(O)=O)=C(C)N=2)CC1)=O)(C)(C)C, predict the reaction product. The product is: [C:1]([C:3]1[CH:8]=[CH:7][C:6]([CH:9]2[CH2:10][N:11]([C:13]([C:15]3[CH:16]=[CH:17][C:18]([CH3:40])=[C:19]([C:21]4[NH:22][C:23]([C:27]5([CH3:41])[CH2:32][CH2:31][N:30]([C:33]([O:35][C:36]([CH3:37])([CH3:39])[CH3:38])=[O:34])[CH2:29][CH2:28]5)=[N:24][C:25]=4[CH3:26])[CH:20]=3)=[O:14])[CH2:12]2)=[CH:5][CH:4]=1)#[N:2]. (5) Given the reactants [CH2:1]([O:8][C:9]1[CH:10]=[C:11]([S:15][C:16]2[CH:21]=[CH:20][C:19]([CH2:22][CH2:23][CH2:24][C:25]([CH2:33][OH:34])([CH2:30][C:31]#[CH:32])[C:26]([O:28][CH3:29])=[O:27])=[C:18]([Cl:35])[CH:17]=2)[CH:12]=[CH:13][CH:14]=1)[C:2]1[CH:7]=[CH:6][CH:5]=[CH:4][CH:3]=1.C(NC(C)C)(C)C.[CH2:43](Cl)[O:44][CH3:45].O, predict the reaction product. The product is: [CH2:1]([O:8][C:9]1[CH:10]=[C:11]([S:15][C:16]2[CH:21]=[CH:20][C:19]([CH2:22][CH2:23][CH2:24][C:25]([CH2:33][O:34][CH2:43][O:44][CH3:45])([CH2:30][C:31]#[CH:32])[C:26]([O:28][CH3:29])=[O:27])=[C:18]([Cl:35])[CH:17]=2)[CH:12]=[CH:13][CH:14]=1)[C:2]1[CH:3]=[CH:4][CH:5]=[CH:6][CH:7]=1. (6) Given the reactants Br[C:2]1[CH:7]=[CH:6][C:5]([C:8]([N:10]2[CH2:15][CH2:14][N:13]([C:16]3[C:21]([CH3:22])=[CH:20][C:19]([CH:23]4[CH2:25][CH2:24]4)=[CH:18][N:17]=3)[CH2:12][CH2:11]2)=[O:9])=[C:4]([F:26])[CH:3]=1.[C:27]([N:30]1[CH2:34][CH2:33][NH:32][C:31]1=[O:35])(=[O:29])[CH3:28], predict the reaction product. The product is: [C:27]([N:30]1[CH2:34][CH2:33][N:32]([C:2]2[CH:7]=[CH:6][C:5]([C:8]([N:10]3[CH2:15][CH2:14][N:13]([C:16]4[C:21]([CH3:22])=[CH:20][C:19]([CH:23]5[CH2:25][CH2:24]5)=[CH:18][N:17]=4)[CH2:12][CH2:11]3)=[O:9])=[C:4]([F:26])[CH:3]=2)[C:31]1=[O:35])(=[O:29])[CH3:28].